This data is from Reaction yield outcomes from USPTO patents with 853,638 reactions. The task is: Predict the reaction yield, written as a fraction of the theoretical maximum amount of product (1.0 means a 100% yield; for example, 0.34 means a 34% yield). (1) The reactants are C([O:4][C:5]1[CH:14]=[CH:13][C:12]([O:15][CH3:16])=[C:11]2[C:6]=1[C@@H:7]1[CH2:17][C@H:10]2[CH2:9][CH2:8]1)C=C.[C:18]1(C)[CH:23]=C(C)C=C(C)[CH:19]=1.C(OC1C2CCCC=2C=CC=1CC=C)C1C=CC=CC=1. No catalyst specified. The product is [CH2:23]([C:14]1[CH:13]=[C:12]([O:15][CH3:16])[C:11]2[C@H:10]3[CH2:17][C@H:7]([CH2:8][CH2:9]3)[C:6]=2[C:5]=1[OH:4])[CH:18]=[CH2:19]. The yield is 0.800. (2) The reactants are [CH2:1]([N:8]1[C:16]2[C:15](=[O:17])[NH:14][C:13](=[O:18])[N:12]([CH3:19])[C:11]=2[N:10]=[C:9]1[Br:20])[C:2]1[CH:7]=[CH:6][CH:5]=[CH:4][CH:3]=1.[H-].[Na+].[C:23]([O:26][C@H:27]([CH3:33])[CH2:28][CH2:29][CH2:30][CH2:31]Cl)(=[O:25])[CH3:24]. The catalyst is CS(C)=O. The product is [C:23]([O:26][C@H:27]([CH3:33])[CH2:28][CH2:29][CH2:30][CH2:31][N:14]1[C:15](=[O:17])[C:16]2[N:8]([CH2:1][C:2]3[CH:7]=[CH:6][CH:5]=[CH:4][CH:3]=3)[C:9]([Br:20])=[N:10][C:11]=2[N:12]([CH3:19])[C:13]1=[O:18])(=[O:25])[CH3:24]. The yield is 0.860. (3) The reactants are [CH3:1][N:2]1[C:11]2[C:6](=[CH:7][CH:8]=[CH:9][CH:10]=2)[CH:5]([CH2:12][NH2:13])[CH2:4][CH2:3]1.F[C:15]1[CH:23]=[N:22][CH:21]=[CH:20][C:16]=1[C:17]([OH:19])=[O:18]. No catalyst specified. The product is [CH3:1][N:2]1[C:11]2[C:6](=[CH:7][CH:8]=[CH:9][CH:10]=2)[CH:5]([CH2:12][NH:13][C:20]2[CH:21]=[N:22][CH:23]=[CH:15][C:16]=2[C:17]([OH:19])=[O:18])[CH2:4][CH2:3]1. The yield is 0.180. (4) The reactants are [F:1][C:2]1[CH:7]=[CH:6][C:5]([C:8]2[C:9]([NH:24][NH2:25])=[N:10][C:11]([C:20]([F:23])([F:22])[F:21])=[N:12][C:13]=2[C:14]2[CH:19]=[CH:18][N:17]=[CH:16][CH:15]=2)=[CH:4][CH:3]=1.[F:26][C:27]([F:38])([F:37])[C:28](O[C:28](=[O:29])[C:27]([F:38])([F:37])[F:26])=[O:29]. The catalyst is ClCCl.C(OCC)(=O)C.CCCCCC. The product is [F:26][C:27]([F:38])([F:37])[C:28]([NH:25][NH:24][C:9]1[C:8]([C:5]2[CH:6]=[CH:7][C:2]([F:1])=[CH:3][CH:4]=2)=[C:13]([C:14]2[CH:15]=[CH:16][N:17]=[CH:18][CH:19]=2)[N:12]=[C:11]([C:20]([F:23])([F:22])[F:21])[N:10]=1)=[O:29]. The yield is 0.533. (5) The reactants are [Cl:1][C:2]1[CH:7]=[C:6]([Cl:8])[CH:5]=[CH:4][C:3]=1[C@H:9]([N:11]1[C:19]2[C:14](=[CH:15][CH:16]=[C:17]([N:20]3[CH2:25][CH2:24][NH:23][CH2:22][CH2:21]3)[CH:18]=2)[CH:13]=[N:12]1)[CH3:10].[C:26]([O:30][C:31]([N:33]1[CH2:37][CH2:36][CH2:35][C@@H:34]1[C:38](O)=[O:39])=[O:32])([CH3:29])([CH3:28])[CH3:27].CN(C(ON1N=NC2C=CC=NC1=2)=[N+](C)C)C.F[P-](F)(F)(F)(F)F.CCN(C(C)C)C(C)C. The catalyst is ClCCl. The product is [Cl:1][C:2]1[CH:7]=[C:6]([Cl:8])[CH:5]=[CH:4][C:3]=1[C@H:9]([N:11]1[C:19]2[C:14](=[CH:15][CH:16]=[C:17]([N:20]3[CH2:21][CH2:22][N:23]([C:38]([C@H:34]4[CH2:35][CH2:36][CH2:37][N:33]4[C:31]([O:30][C:26]([CH3:29])([CH3:28])[CH3:27])=[O:32])=[O:39])[CH2:24][CH2:25]3)[CH:18]=2)[CH:13]=[N:12]1)[CH3:10]. The yield is 0.630.